This data is from Full USPTO retrosynthesis dataset with 1.9M reactions from patents (1976-2016). The task is: Predict the reactants needed to synthesize the given product. (1) The reactants are: [CH3:1][O:2][C:3]1[CH:4]=[C:5]([C:11]2[NH:15][N:14]=[C:13]([CH3:16])[C:12]=2[NH2:17])[CH:6]=[CH:7][C:8]=1[O:9][CH3:10].[N:18]1[CH:23]=[CH:22][CH:21]=[CH:20][C:19]=1[C:24](Cl)=[O:25]. Given the product [CH3:1][O:2][C:3]1[CH:4]=[C:5]([C:11]2[NH:15][N:14]=[C:13]([CH3:16])[C:12]=2[NH:17][C:24]([C:19]2[CH:20]=[CH:21][CH:22]=[CH:23][N:18]=2)=[O:25])[CH:6]=[CH:7][C:8]=1[O:9][CH3:10], predict the reactants needed to synthesize it. (2) Given the product [SH:22][C:23]1[N:4]([CH2:1][CH2:2][CH3:3])[C:11]([CH2:19][OH:20])=[CH:10][N:24]=1, predict the reactants needed to synthesize it. The reactants are: [CH2:1]([NH2:4])[CH2:2][CH3:3].CS(O)(=O)=O.[CH2:10]1O[C:11](O)([CH2:10]O)[CH2:19][O:20][C:11]1(O)[CH2:19][OH:20].[S-:22][C:23]#[N:24].[K+].